Predict the product of the given reaction. From a dataset of Forward reaction prediction with 1.9M reactions from USPTO patents (1976-2016). (1) Given the reactants [NH2:1][C:2]1[N:7]2[N:8]=[C:9]([C:11]3[O:12][CH:13]=[CH:14][CH:15]=3)[N:10]=[C:6]2[CH:5]=[C:4]([C:16]2C=CC=CC=2C=O)[N:3]=1.NC1N2N=[C:32]([C:34]3OC=[CH:37][CH:38]=3)[N:33]=[C:29]2[CH:28]=[C:27](C=O)[N:26]=1.[ClH:41], predict the reaction product. The product is: [ClH:41].[ClH:41].[NH2:1][C:2]1[N:7]2[N:8]=[C:9]([C:11]3[O:12][CH:13]=[CH:14][CH:15]=3)[N:10]=[C:6]2[CH:5]=[C:4]([CH2:16][NH:26][CH2:27][CH2:28][C:29]2[CH:37]=[CH:38][CH:34]=[CH:32][N:33]=2)[N:3]=1. (2) Given the reactants [C:1](Cl)(=[O:13])[CH2:2][CH2:3][CH2:4][CH2:5][CH2:6][CH2:7][CH2:8][CH2:9][CH2:10][CH2:11][CH3:12].[CH3:15][Si](C=[N+]=[N-])(C)C.[BrH:22], predict the reaction product. The product is: [Br:22][CH2:15][C:1](=[O:13])[CH2:2][CH2:3][CH2:4][CH2:5][CH2:6][CH2:7][CH2:8][CH2:9][CH2:10][CH2:11][CH3:12]. (3) Given the reactants CC(OI1(OC(C)=O)(OC(C)=O)OC(=O)C2C=CC=CC1=2)=O.[Si:23]([O:30][CH2:31][CH:32]([OH:46])[CH2:33][O:34][C:35]1[CH:40]=[CH:39][C:38]([C:41]([F:44])([F:43])[F:42])=[CH:37][C:36]=1[I:45])([C:26]([CH3:29])([CH3:28])[CH3:27])([CH3:25])[CH3:24], predict the reaction product. The product is: [Si:23]([O:30][CH2:31][C:32](=[O:46])[CH2:33][O:34][C:35]1[CH:40]=[CH:39][C:38]([C:41]([F:44])([F:43])[F:42])=[CH:37][C:36]=1[I:45])([C:26]([CH3:29])([CH3:28])[CH3:27])([CH3:25])[CH3:24]. (4) Given the reactants [CH2:1]([C@@:4]12[CH2:12][CH2:11][CH2:10][C@@H:9]([C@@H:13]([OH:18])[CH2:14][C:15]([CH3:17])=[CH2:16])[C@@H:8]1[C:7]1([O:22][CH2:21][CH2:20][O:19]1)[CH2:6][CH2:5]2)[CH:2]=[CH2:3].[CH:32]1(N=C=N[CH:32]2[CH2:37][CH2:36][CH2:35][CH2:34][CH2:33]2)[CH2:37][CH2:36][CH2:35][CH2:34][CH2:33]1, predict the reaction product. The product is: [C:7]([O:19][CH2:20][C:21]([O:18][C@H:13]([C@H:9]1[C@H:8]2[C@:4]([CH2:1][CH:2]=[CH2:3])([CH2:5][CH2:6][C:7]32[O:19][CH2:20][CH2:21][O:22]3)[CH2:12][CH2:11][CH2:10]1)[CH2:14][C:15]([CH3:17])=[CH2:16])=[O:22])([C:32]1[CH:33]=[CH:34][CH:35]=[CH:36][CH:37]=1)([C:32]1[CH:37]=[CH:36][CH:35]=[CH:34][CH:33]=1)[C:32]1[CH:37]=[CH:36][CH:35]=[CH:34][CH:33]=1. (5) Given the reactants [F:1][C:2]1[CH:3]=[C:4]([C:11](=[O:13])[CH3:12])[CH:5]=[C:6]([F:10])[C:7]=1[S:8][CH3:9].[Br:14]Br.O, predict the reaction product. The product is: [Br:14][CH2:12][C:11]([C:4]1[CH:3]=[C:2]([F:1])[C:7]([S:8][CH3:9])=[C:6]([F:10])[CH:5]=1)=[O:13]. (6) Given the reactants [Cl:1][C:2]1[N:3]=[C:4]([N:14]2[CH2:19][CH2:18][O:17][CH2:16][CH2:15]2)[C:5]2[S:10][C:9]([CH:11]=O)=[C:8]([CH3:13])[C:6]=2[N:7]=1.[CH3:20][N:21]([CH3:30])[C:22]([N:24]1[CH2:29][CH2:28][NH:27][CH2:26][CH2:25]1)=[O:23], predict the reaction product. The product is: [CH3:20][N:21]([CH3:30])[C:22]([N:24]1[CH2:25][CH2:26][N:27]([CH2:11][C:9]2[S:10][C:5]3[C:4]([N:14]4[CH2:19][CH2:18][O:17][CH2:16][CH2:15]4)=[N:3][C:2]([Cl:1])=[N:7][C:6]=3[C:8]=2[CH3:13])[CH2:28][CH2:29]1)=[O:23]. (7) Given the reactants [F:1][C:2]1[CH:3]=[C:4]2[C:8](=[CH:9][CH:10]=1)[NH:7][CH:6]=[C:5]2[CH:11]1[CH2:15][CH2:14][C:13](=O)[CH2:12]1.[CH2:17]([NH2:24])[C:18]1[CH:23]=[CH:22][CH:21]=[CH:20][CH:19]=1.C(O)(=O)C.C(O[BH-](OC(=O)C)OC(=O)C)(=O)C.[Na+], predict the reaction product. The product is: [CH2:17]([NH:24][CH:13]1[CH2:14][CH2:15][CH:11]([C:5]2[C:4]3[C:8](=[CH:9][CH:10]=[C:2]([F:1])[CH:3]=3)[NH:7][CH:6]=2)[CH2:12]1)[C:18]1[CH:23]=[CH:22][CH:21]=[CH:20][CH:19]=1. (8) The product is: [Br:5][C:6]1[CH:7]=[C:8]2[C:9]([C:16]([C:18]3[C:19]([CH3:28])=[C:20]([O:24][C:25](=[O:27])[CH3:26])[CH:21]=[CH:22][CH:23]=3)=[O:17])=[CH:10][NH:11][C:12]2=[N:13][CH:14]=1. Given the reactants [Cl-].[Cl-].[Cl-].[Al+3].[Br:5][C:6]1[CH:7]=[C:8]2[C:12](=[N:13][CH:14]=1)[NH:11][CH:10]=[CH:9]2.Cl[C:16]([C:18]1[C:19]([CH3:28])=[C:20]([O:24][C:25](=[O:27])[CH3:26])[CH:21]=[CH:22][CH:23]=1)=[O:17].O, predict the reaction product. (9) Given the reactants [C:1]([O:5][C:6]([N:8]1[CH2:13][C@@H:12]([C:14](=[O:37])[NH:15][CH2:16][C:17]2([CH2:31][CH2:32][CH2:33][CH2:34][O:35][CH3:36])[C:30]3[CH:29]=[CH:28][CH:27]=[CH:26][C:25]=3[O:24][C:23]3[C:18]2=[CH:19][CH:20]=[CH:21][CH:22]=3)[CH2:11][C@@H:10]([C:38](O)=[O:39])[CH2:9]1)=[O:7])([CH3:4])([CH3:3])[CH3:2].[CH:41]1([CH2:44][NH:45][CH2:46][CH2:47][CH:48]([CH3:50])[CH3:49])[CH2:43][CH2:42]1, predict the reaction product. The product is: [C:1]([O:5][C:6]([N:8]1[CH2:13][C@@H:12]([C:14](=[O:37])[NH:15][CH2:16][C:17]2([CH2:31][CH2:32][CH2:33][CH2:34][O:35][CH3:36])[C:30]3[CH:29]=[CH:28][CH:27]=[CH:26][C:25]=3[O:24][C:23]3[C:18]2=[CH:19][CH:20]=[CH:21][CH:22]=3)[CH2:11][C@@H:10]([C:38](=[O:39])[N:45]([CH2:44][CH:41]2[CH2:43][CH2:42]2)[CH2:46][CH2:47][CH:48]([CH3:50])[CH3:49])[CH2:9]1)=[O:7])([CH3:2])([CH3:3])[CH3:4]. (10) The product is: [C:34]([C:33]1[CH:32]=[C:31]([C:30]2[C:25]([C@@H:10]([NH:11][C:12](=[O:24])[CH2:13][C:14]3[C:22]4[C:17](=[CH:18][CH:19]=[C:20]([CH2:81][NH:80][C:78](=[O:79])[O:77][C:73]([CH3:76])([CH3:75])[CH3:74])[CH:21]=4)[NH:16][CH:15]=3)[CH2:9][C:4]3[CH:3]=[C:2]([F:1])[CH:7]=[C:6]([F:8])[CH:5]=3)=[N:26][CH:27]=[CH:28][CH:29]=2)[CH:39]=[CH:38][CH:37]=1)(=[O:35])[NH2:36]. Given the reactants [F:1][C:2]1[CH:3]=[C:4]([CH2:9][C@@H:10]([C:25]2[C:30]([C:31]3[CH:32]=[C:33]([CH:37]=[CH:38][CH:39]=3)[C:34]([NH2:36])=[O:35])=[CH:29][CH:28]=[CH:27][N:26]=2)[NH:11][C:12](=[O:24])[CH2:13][C:14]2[C:22]3[C:17](=[CH:18][CH:19]=[C:20](F)[CH:21]=3)[NH:16][CH:15]=2)[CH:5]=[C:6]([F:8])[CH:7]=1.FC(F)(F)C(O)=O.N[C@H](C1C(C2C=C(C=CC=2)C(N)=O)=CC=CN=1)CC1C=C(F)C=C(F)C=1.[C:73]([O:77][C:78]([NH:80][CH2:81]C1C=C2C(=CC=1)NC=C2CC(O)=O)=[O:79])([CH3:76])([CH3:75])[CH3:74], predict the reaction product.